This data is from Reaction yield outcomes from USPTO patents with 853,638 reactions. The task is: Predict the reaction yield, written as a fraction of the theoretical maximum amount of product (1.0 means a 100% yield; for example, 0.34 means a 34% yield). (1) The reactants are S(O[CH2:12][C:13]1([C:17]([O:19][CH2:20][CH3:21])=[O:18])[CH2:16][CH2:15][CH2:14]1)(C1C=CC(C)=CC=1)(=O)=O.[C-:22]#[N:23].[Na+]. The catalyst is CS(C)=O.O. The yield is 0.410. The product is [C:22]([CH2:12][C:13]1([C:17]([O:19][CH2:20][CH3:21])=[O:18])[CH2:14][CH2:15][CH2:16]1)#[N:23]. (2) The reactants are FC(F)(F)C(O)=O.[CH3:8][O:9][C:10]([C:12]1[CH2:16][CH2:15][CH2:14][CH:13]=1)=[O:11].[CH2:17]([N:24]([CH2:30]OC)[CH2:25][Si](C)(C)C)[C:18]1[CH:23]=[CH:22][CH:21]=[CH:20][CH:19]=1. The catalyst is ClCCl. The product is [CH3:8][O:9][C:10]([C@:12]12[CH2:16][CH2:15][CH2:14][C@H:13]1[CH2:30][N:24]([CH2:17][C:18]1[CH:23]=[CH:22][CH:21]=[CH:20][CH:19]=1)[CH2:25]2)=[O:11]. The yield is 0.830.